This data is from Forward reaction prediction with 1.9M reactions from USPTO patents (1976-2016). The task is: Predict the product of the given reaction. (1) The product is: [C:1]([CH:5]1[CH2:10][CH2:9][C:8]([N:12]2[CH2:16][CH2:15][CH2:14][CH2:13]2)=[CH:7][CH2:6]1)([CH3:4])([CH3:3])[CH3:2]. Given the reactants [C:1]([CH:5]1[CH2:10][CH2:9][C:8](=O)[CH2:7][CH2:6]1)([CH3:4])([CH3:3])[CH3:2].[NH:12]1[CH2:16][CH2:15][CH2:14][CH2:13]1, predict the reaction product. (2) Given the reactants C(OC(=O)[NH:7][CH2:8][CH2:9][N:10]1[C:18]2[C:17]([NH:19][C:20]3[CH:25]=[CH:24][C:23]([O:26][C:27]4[CH:32]=[CH:31][CH:30]=[C:29]([C:33]5([C:36]#[N:37])[CH2:35][CH2:34]5)[CH:28]=4)=[C:22]([CH3:38])[CH:21]=3)=[N:16][CH:15]=[N:14][C:13]=2[CH:12]=[CH:11]1)(C)(C)C.[ClH:40], predict the reaction product. The product is: [ClH:40].[ClH:40].[NH2:7][CH2:8][CH2:9][N:10]1[C:18]2[C:17]([NH:19][C:20]3[CH:25]=[CH:24][C:23]([O:26][C:27]4[CH:28]=[C:29]([C:33]5([C:36]#[N:37])[CH2:34][CH2:35]5)[CH:30]=[CH:31][CH:32]=4)=[C:22]([CH3:38])[CH:21]=3)=[N:16][CH:15]=[N:14][C:13]=2[CH:12]=[CH:11]1. (3) The product is: [Br:24][CH2:25][CH2:26][CH2:27][O:17][C:12]1[CH:13]=[CH:14][CH:15]=[CH:16][C:11]=1[CH2:10][C:9]1[CH:18]=[CH:19][C:6]([C:4](=[O:5])[N:3]([CH2:1][CH3:2])[CH2:20][CH3:21])=[CH:7][CH:8]=1. Given the reactants [CH2:1]([N:3]([CH2:20][CH3:21])[C:4]([C:6]1[CH:19]=[CH:18][C:9]([CH2:10][C:11]2[CH:16]=[CH:15][CH:14]=[CH:13][C:12]=2[OH:17])=[CH:8][CH:7]=1)=[O:5])[CH3:2].[H-].[Na+].[Br:24][CH2:25][CH2:26][CH2:27]Br.O, predict the reaction product. (4) Given the reactants [Cl:1][C:2]1[S:29][C:5]2[O:6][C:7]3[CH:27]=[C:26]([CH3:28])[CH:25]=[CH:24][C:8]=3[N:9]=[C:10]([N:11]3[CH2:16][CH2:15][N:14]([CH2:17][C:18]([CH3:23])([CH3:22])[C:19]([OH:21])=[O:20])[CH2:13][CH2:12]3)[C:4]=2[CH:3]=1.C(#N)C.[ClH:33], predict the reaction product. The product is: [ClH:1].[ClH:33].[Cl:1][C:2]1[S:29][C:5]2[O:6][C:7]3[CH:27]=[C:26]([CH3:28])[CH:25]=[CH:24][C:8]=3[N:9]=[C:10]([N:11]3[CH2:12][CH2:13][N:14]([CH2:17][C:18]([CH3:23])([CH3:22])[C:19]([OH:21])=[O:20])[CH2:15][CH2:16]3)[C:4]=2[CH:3]=1. (5) Given the reactants [CH3:1][NH:2][CH2:3][CH2:4][C@H:5]([O:11][C:12]1[C:21]2[C:16](=[CH:17][CH:18]=[CH:19][CH:20]=2)[CH:15]=[CH:14][CH:13]=1)[C:6]1[S:10][CH:9]=[CH:8][CH:7]=1.[ClH:22].CC(C)=O, predict the reaction product. The product is: [CH3:1][NH:2][CH2:3][CH2:4][C@H:5]([O:11][C:12]1[C:21]2[C:16](=[CH:17][CH:18]=[CH:19][CH:20]=2)[CH:15]=[CH:14][CH:13]=1)[C:6]1[S:10][CH:9]=[CH:8][CH:7]=1.[ClH:22]. (6) Given the reactants [CH3:1][O:2][C:3]1[CH:4]=[C:5]([CH2:9][OH:10])[CH:6]=[N:7][CH:8]=1.[H-].[Na+].C12(C([C:25]([CH:27](Br)[C:28]34[CH2:37][CH:32]5[CH2:33][CH:34]([CH2:36][CH:30]([CH2:31]5)[CH2:29]3)[CH2:35]4)=O)Br)CC3CC(CC(C3)C1)C2.C1C[O:42]CC1, predict the reaction product. The product is: [C:28]12([C:27](=[O:42])[CH2:25][O:10][CH2:9][C:5]3[CH:6]=[N:7][CH:8]=[C:3]([O:2][CH3:1])[CH:4]=3)[CH2:29][CH:30]3[CH2:31][CH:32]([CH2:33][CH:34]([CH2:36]3)[CH2:35]1)[CH2:37]2. (7) Given the reactants [NH2:1][C:2]1[CH:3]=[CH:4][C:5]([F:12])=[C:6]([CH:11]=1)[C:7]([O:9][CH3:10])=[O:8].[C:13]1([C:19]#[C:20][C:21]2[CH:28]=[CH:27][C:24]([CH:25]=O)=[CH:23][CH:22]=2)[CH:18]=[CH:17][CH:16]=[CH:15][CH:14]=1.C(O)(=O)C.[CH:33](=O)[CH2:34][CH2:35][CH3:36].C(O[BH-](OC(=O)C)OC(=O)C)(=O)C.[Na+], predict the reaction product. The product is: [CH2:33]([N:1]([CH2:25][C:24]1[CH:27]=[CH:28][C:21]([C:20]#[C:19][C:13]2[CH:18]=[CH:17][CH:16]=[CH:15][CH:14]=2)=[CH:22][CH:23]=1)[C:2]1[CH:3]=[CH:4][C:5]([F:12])=[C:6]([CH:11]=1)[C:7]([O:9][CH3:10])=[O:8])[CH2:34][CH2:35][CH3:36]. (8) Given the reactants FC(F)(F)S(O[C:7]1[CH2:12][CH2:11][CH2:10][CH:9]([N:13]([C:15]2[CH:20]=[CH:19][C:18]([C:21]#[N:22])=[C:17]([C:23]([F:26])([F:25])[F:24])[CH:16]=2)[CH3:14])[CH:8]=1)(=O)=O.[CH3:29][C:30]1[CH:35]=[CH:34][N:33]=[CH:32][C:31]=1B(O)O.C1(P(C2CCCCC2)C2CCCCC2)CCCCC1.P([O-])([O-])([O-])=O.[K+].[K+].[K+], predict the reaction product. The product is: [CH3:14][N:13]([CH:9]1[CH2:10][CH2:11][CH2:12][C:7]([C:31]2[CH:32]=[N:33][CH:34]=[CH:35][C:30]=2[CH3:29])=[CH:8]1)[C:15]1[CH:20]=[CH:19][C:18]([C:21]#[N:22])=[C:17]([C:23]([F:26])([F:25])[F:24])[CH:16]=1. (9) Given the reactants C1C=CC(P(C2C=CC=CC=2)C2C=CC=CC=2)=CC=1.[Cl:20][C:21]1[CH:22]=[CH:23][C:24]([OH:27])=[N:25][CH:26]=1.C1C=CC(COC(/N=N/C(OCC2C=CC=CC=2)=O)=O)=CC=1.[CH2:50]([N:57]1[CH2:61][C@H:60]([C:62]2[CH:67]=[CH:66][C:65]([Cl:68])=[C:64]([F:69])[CH:63]=2)[C@@H:59]([C@H:70](O)[CH3:71])[CH2:58]1)[C:51]1[CH:56]=[CH:55][CH:54]=[CH:53][CH:52]=1, predict the reaction product. The product is: [CH2:50]([N:57]1[CH2:61][C@H:60]([C:62]2[CH:67]=[CH:66][C:65]([Cl:68])=[C:64]([F:69])[CH:63]=2)[C@@H:59]([C@@H:70]([O:27][C:24]2[CH:23]=[CH:22][C:21]([Cl:20])=[CH:26][N:25]=2)[CH3:71])[CH2:58]1)[C:51]1[CH:52]=[CH:53][CH:54]=[CH:55][CH:56]=1. (10) Given the reactants [CH:1]([C:3]1[N:4]=[CH:5][C:6]([NH:9][C:10](=[O:27])[CH:11]([NH:15][C:16](=[O:26])[CH2:17][C:18]2[CH:23]=[C:22]([F:24])[CH:21]=[C:20]([F:25])[CH:19]=2)[CH2:12][CH2:13][CH3:14])=[N:7][CH:8]=1)=O.[CH3:28][NH:29][CH2:30][CH2:31][CH:32]([CH3:34])[CH3:33].S([O-])([O-])(=O)=O.[Na+].[Na+].C(O[BH-](OC(=O)C)OC(=O)C)(=O)C.[Na+], predict the reaction product. The product is: [CH3:28][N:29]([CH2:1][C:3]1[N:4]=[CH:5][C:6]([NH:9][C:10](=[O:27])[CH:11]([NH:15][C:16](=[O:26])[CH2:17][C:18]2[CH:23]=[C:22]([F:24])[CH:21]=[C:20]([F:25])[CH:19]=2)[CH2:12][CH2:13][CH3:14])=[N:7][CH:8]=1)[CH2:30][CH2:31][CH:32]([CH3:34])[CH3:33].